Dataset: Full USPTO retrosynthesis dataset with 1.9M reactions from patents (1976-2016). Task: Predict the reactants needed to synthesize the given product. (1) Given the product [CH3:1][O:2][C:3](=[O:14])[C:4]1[CH:9]=[CH:8][C:7]([N+:10]([O-:12])=[O:11])=[CH:6][C:5]=1[CH2:13][Br:22], predict the reactants needed to synthesize it. The reactants are: [CH3:1][O:2][C:3](=[O:14])[C:4]1[CH:9]=[CH:8][C:7]([N+:10]([O-:12])=[O:11])=[CH:6][C:5]=1[CH3:13].C1C(=O)N([Br:22])C(=O)C1.CC(N=NC(C#N)(C)C)(C#N)C. (2) Given the product [CH2:3]([C:12]1[CH:13]=[C:14]([CH:22]=[CH:23][CH:24]=1)[C:15]([O:17][C:18]([CH3:21])([CH3:20])[CH3:19])=[O:16])[CH:1]=[CH2:2], predict the reactants needed to synthesize it. The reactants are: [CH:1]([Mg]Br)([CH3:3])[CH3:2].C([Li])CCC.Br[C:12]1[CH:13]=[C:14]([CH:22]=[CH:23][CH:24]=1)[C:15]([O:17][C:18]([CH3:21])([CH3:20])[CH3:19])=[O:16]. (3) Given the product [C:21]1([C:27]([C:43]2[CH:48]=[CH:47][CH:46]=[CH:45][CH:44]=2)([C:37]2[CH:38]=[CH:39][CH:40]=[CH:41][CH:42]=2)[O:28][CH2:29][C@@H:30]([OH:36])[CH2:31][C:32](=[O:33])[CH2:14][C:13]([O:16][C:17]([CH3:20])([CH3:19])[CH3:18])=[O:15])[CH:22]=[CH:23][CH:24]=[CH:25][CH:26]=1, predict the reactants needed to synthesize it. The reactants are: C(NC(C)C)(C)C.[Li]CCCC.[C:13]([O:16][C:17]([CH3:20])([CH3:19])[CH3:18])(=[O:15])[CH3:14].[C:21]1([C:27]([C:43]2[CH:48]=[CH:47][CH:46]=[CH:45][CH:44]=2)([C:37]2[CH:42]=[CH:41][CH:40]=[CH:39][CH:38]=2)[O:28][CH2:29][C@@H:30]([OH:36])[CH2:31][C:32](OC)=[O:33])[CH:26]=[CH:25][CH:24]=[CH:23][CH:22]=1. (4) Given the product [CH3:10]/[C:9](/[CH2:8][CH2:7][CH:6]=[C:4]([CH3:3])[CH3:5])=[CH:11]\[CH2:12][O:13][CH2:14][C:15]1[CH:20]=[CH:19][CH:18]=[CH:17][CH:16]=1, predict the reactants needed to synthesize it. The reactants are: [H-].[Na+].[CH3:3][C:4](=[CH:6][CH2:7][CH2:8]/[C:9](=[CH:11]/[CH2:12][OH:13])/[CH3:10])[CH3:5].[CH2:14](Br)[C:15]1[CH:20]=[CH:19][CH:18]=[CH:17][CH:16]=1. (5) Given the product [CH:8]([O:11][C:12]1[CH:13]=[C:14]([CH:28]=[C:29]([CH2:31][N:32]([S:34]([C:37]2[CH:42]=[CH:41][C:40]([CH3:43])=[CH:39][CH:38]=2)(=[O:35])=[O:36])[CH3:33])[CH:30]=1)[C:15]([NH:17][C:18]1[CH:23]=[CH:22][C:21]([C:24]([OH:26])=[O:25])=[CH:20][N:19]=1)=[O:16])([CH3:10])[CH3:9], predict the reactants needed to synthesize it. The reactants are: [OH-].[Na+].C1COCC1.[CH:8]([O:11][C:12]1[CH:13]=[C:14]([CH:28]=[C:29]([CH2:31][N:32]([S:34]([C:37]2[CH:42]=[CH:41][C:40]([CH3:43])=[CH:39][CH:38]=2)(=[O:36])=[O:35])[CH3:33])[CH:30]=1)[C:15]([NH:17][C:18]1[CH:23]=[CH:22][C:21]([C:24]([O:26]C)=[O:25])=[CH:20][N:19]=1)=[O:16])([CH3:10])[CH3:9].